This data is from Reaction yield outcomes from USPTO patents with 853,638 reactions. The task is: Predict the reaction yield, written as a fraction of the theoretical maximum amount of product (1.0 means a 100% yield; for example, 0.34 means a 34% yield). (1) The reactants are C([O-])([O-])=O.[K+].[K+].I[CH2:8][CH3:9].[Cl:10][C:11]1[CH:16]=[CH:15][C:14]([OH:17])=[CH:13][C:12]=1[I:18]. The catalyst is CN(C=O)C.CCOCC.O. The product is [Cl:10][C:11]1[CH:16]=[CH:15][C:14]([O:17][CH2:8][CH3:9])=[CH:13][C:12]=1[I:18]. The yield is 0.870. (2) The reactants are CON(C)[C:4]([C:6]1[C:11](=[O:12])[C:10]([CH3:13])=[CH:9][N:8]([C:14]2[CH:19]=[CH:18][CH:17]=[C:16]([C:20]([F:23])([F:22])[F:21])[CH:15]=2)[N:7]=1)=[O:5].[CH3:25][Mg]Br. The catalyst is C1COCC1. The product is [C:4]([C:6]1[C:11](=[O:12])[C:10]([CH3:13])=[CH:9][N:8]([C:14]2[CH:19]=[CH:18][CH:17]=[C:16]([C:20]([F:21])([F:22])[F:23])[CH:15]=2)[N:7]=1)(=[O:5])[CH3:25]. The yield is 0.980.